Dataset: Full USPTO retrosynthesis dataset with 1.9M reactions from patents (1976-2016). Task: Predict the reactants needed to synthesize the given product. Given the product [C:32]([N:24]1[C:25]2[C:30](=[CH:29][CH:28]=[CH:27][CH:26]=2)[CH2:31][C@H:23]1[CH2:22][O:21][C:12]1[CH:13]=[C:14]2[C:9](=[CH:10][CH:11]=1)[N:8]([CH2:35][C:36]1[CH:41]=[CH:40][C:39]([C:42]3[N:43]=[N:44][C:45]([O:48][CH3:49])=[CH:46][CH:47]=3)=[CH:38][CH:37]=1)[C:7]([CH2:6][C:5]([CH3:50])([CH3:51])[C:4]([OH:52])=[O:3])=[C:15]2[S:16][C:17]([CH3:20])([CH3:19])[CH3:18])(=[O:34])[CH3:33], predict the reactants needed to synthesize it. The reactants are: C([O:3][C:4](=[O:52])[C:5]([CH3:51])([CH3:50])[CH2:6][C:7]1[N:8]([CH2:35][C:36]2[CH:41]=[CH:40][C:39]([C:42]3[N:43]=[N:44][C:45]([O:48][CH3:49])=[CH:46][CH:47]=3)=[CH:38][CH:37]=2)[C:9]2[C:14]([C:15]=1[S:16][C:17]([CH3:20])([CH3:19])[CH3:18])=[CH:13][C:12]([O:21][CH2:22][C@@H:23]1[CH2:31][C:30]3[C:25](=[CH:26][CH:27]=[CH:28][CH:29]=3)[N:24]1[C:32](=[O:34])[CH3:33])=[CH:11][CH:10]=2)C.C1COCC1.[OH-].[Li+].C(O)(=O)CC(CC(O)=O)(C(O)=O)O.